Regression. Given a peptide amino acid sequence and an MHC pseudo amino acid sequence, predict their binding affinity value. This is MHC class II binding data. From a dataset of Peptide-MHC class II binding affinity with 134,281 pairs from IEDB. (1) The peptide sequence is TNNVAFQTVKPGNFN. The MHC is DRB1_0101 with pseudo-sequence DRB1_0101. The binding affinity (normalized) is 0.477. (2) The peptide sequence is KVKFGHVSINPADIA. The MHC is DRB1_0701 with pseudo-sequence DRB1_0701. The binding affinity (normalized) is 0.739. (3) The peptide sequence is ELKYFAATQFEPLAA. The MHC is DRB1_0101 with pseudo-sequence DRB1_0101. The binding affinity (normalized) is 0.610. (4) The peptide sequence is KMLDPRQGLAVLRKV. The MHC is H-2-IAd with pseudo-sequence H-2-IAd. The binding affinity (normalized) is 0.276. (5) The binding affinity (normalized) is 0.183. The MHC is HLA-DQA10201-DQB10303 with pseudo-sequence HLA-DQA10201-DQB10303. The peptide sequence is SELPDFLAKKGGEAM. (6) The peptide sequence is ENVIDVKLVDANGKL. The MHC is HLA-DQA10104-DQB10503 with pseudo-sequence HLA-DQA10104-DQB10503. The binding affinity (normalized) is 0. (7) The peptide sequence is TKFKYLAGDYLSLAD. The MHC is DRB1_1302 with pseudo-sequence DRB1_1302. The binding affinity (normalized) is 0.243. (8) The peptide sequence is TDALRTLGSTSADEV. The MHC is DRB1_1001 with pseudo-sequence DRB1_1001. The binding affinity (normalized) is 0.535. (9) The peptide sequence is DESIFINKLNGAMVE. The MHC is HLA-DQA10301-DQB10302 with pseudo-sequence HLA-DQA10301-DQB10302. The binding affinity (normalized) is 0.437. (10) The peptide sequence is AFKVAATAANQAPAN. The MHC is HLA-DPA10201-DPB11401 with pseudo-sequence HLA-DPA10201-DPB11401. The binding affinity (normalized) is 0.594.